From a dataset of hERG potassium channel inhibition data for cardiac toxicity prediction from Karim et al.. Regression/Classification. Given a drug SMILES string, predict its toxicity properties. Task type varies by dataset: regression for continuous values (e.g., LD50, hERG inhibition percentage) or binary classification for toxic/non-toxic outcomes (e.g., AMES mutagenicity, cardiotoxicity, hepatotoxicity). Dataset: herg_karim. (1) The molecule is CN(C)Cc1ccccc1Oc1ccc(Cl)cc1Cl. The result is 1 (blocker). (2) The drug is CO/N=C1/CN(c2nc3c(cc2F)c(=O)c(C(=O)O)cn3C2CC2)CC12CNC2. The result is 0 (non-blocker). (3) The molecule is COc1ccc(Cn2ccc3nc(N)nc(NCc4cc(C)on4)c32)nc1OC. The result is 1 (blocker).